The task is: Predict the product of the given reaction.. This data is from Forward reaction prediction with 1.9M reactions from USPTO patents (1976-2016). (1) Given the reactants N#N.[F:3][C:4]([F:18])([CH3:17])[CH2:5][CH2:6][CH2:7][CH2:8][C:9]1[O:10][CH:11]=[C:12]([C:14](O)=[O:15])[N:13]=1.CN(C=O)C.C(Cl)(=O)C([Cl:27])=O, predict the reaction product. The product is: [F:3][C:4]([F:18])([CH3:17])[CH2:5][CH2:6][CH2:7][CH2:8][C:9]1[O:10][CH:11]=[C:12]([C:14]([Cl:27])=[O:15])[N:13]=1. (2) Given the reactants [F:1][C:2]1[CH:7]=[CH:6][C:5]([C:8]2[N:9]=[C:10]([S:13][CH2:14][C:15]([OH:17])=O)[S:11][CH:12]=2)=[CH:4][CH:3]=1.[NH2:18][C:19]1[CH:24]=[CH:23][CH:22]=[CH:21][N:20]=1, predict the reaction product. The product is: [F:1][C:2]1[CH:3]=[CH:4][C:5]([C:8]2[N:9]=[C:10]([S:13][CH2:14][C:15]([NH:18][C:19]3[CH:24]=[CH:23][CH:22]=[CH:21][N:20]=3)=[O:17])[S:11][CH:12]=2)=[CH:6][CH:7]=1. (3) Given the reactants Cl[CH:2]([CH:15]1[CH2:20][CH2:19][CH2:18][CH2:17][CH2:16]1)[C:3]1[O:4][C:5]2[CH:12]=[CH:11][C:10]([O:13][CH3:14])=[CH:9][C:6]=2[C:7]=1[CH3:8].[NH2:21][C:22]1[CH:31]=[CH:30][C:25]([C:26]([O:28]C)=[O:27])=[CH:24][CH:23]=1.[I-].[Na+].C(=O)([O-])[O-].[Na+].[Na+].Cl.[OH-].[Na+], predict the reaction product. The product is: [CH:15]1([CH:2]([NH:21][C:22]2[CH:31]=[CH:30][C:25]([C:26]([OH:28])=[O:27])=[CH:24][CH:23]=2)[C:3]2[O:4][C:5]3[CH:12]=[CH:11][C:10]([O:13][CH3:14])=[CH:9][C:6]=3[C:7]=2[CH3:8])[CH2:20][CH2:19][CH2:18][CH2:17][CH2:16]1. (4) Given the reactants [Cl:1][C:2]1[CH:7]=[CH:6][C:5]([C:8]2[C:12]([CH2:13][CH2:14][C:15]([OH:17])=[O:16])=[CH:11][O:10][N:9]=2)=[CH:4][CH:3]=1.S(=O)(=O)(O)O.[CH3:23]O, predict the reaction product. The product is: [Cl:1][C:2]1[CH:3]=[CH:4][C:5]([C:8]2[C:12]([CH2:13][CH2:14][C:15]([O:17][CH3:23])=[O:16])=[CH:11][O:10][N:9]=2)=[CH:6][CH:7]=1. (5) Given the reactants [NH2:1][C@H:2]([C:10]([OH:12])=[O:11])[CH2:3][CH2:4][CH2:5][NH:6][C:7](=[NH:9])[NH2:8].CC(O)(C)C.[CH3:18][O:19][C:20]1[CH:30]=[CH:29][C:23]([CH:24]=[CH:25][C:26](Cl)=[O:27])=[CH:22][CH:21]=1.Cl, predict the reaction product. The product is: [CH3:18][O:19][C:20]1[CH:30]=[CH:29][C:23]([CH:24]=[CH:25][C:26]([NH:1][C@H:2]([C:10]([OH:12])=[O:11])[CH2:3][CH2:4][CH2:5][NH:6][C:7](=[NH:8])[NH2:9])=[O:27])=[CH:22][CH:21]=1. (6) Given the reactants [CH3:1][N:2]1[CH2:26][CH2:25][C:5]2[N:6]([CH2:14][CH:15]([C:17]3[CH:18]=[N:19][C:20]([O:23]C)=[CH:21][CH:22]=3)[OH:16])[C:7]3[CH:8]=[CH:9][C:10]([CH3:13])=[CH:11][C:12]=3[C:4]=2[CH2:3]1, predict the reaction product. The product is: [CH3:1][N:2]1[CH2:26][CH2:25][C:5]2[N:6]([CH2:14][CH:15]([C:17]3[CH:22]=[CH:21][C:20](=[O:23])[NH:19][CH:18]=3)[OH:16])[C:7]3[CH:8]=[CH:9][C:10]([CH3:13])=[CH:11][C:12]=3[C:4]=2[CH2:3]1. (7) Given the reactants [C:1]1([CH:7]([C:10]2[CH:15]=[CH:14][CH:13]=[CH:12][CH:11]=2)[CH2:8][OH:9])[CH:6]=[CH:5][CH:4]=[CH:3][CH:2]=1.C(N(CC)CC)C.[CH3:23][S:24](Cl)(=[O:26])=[O:25], predict the reaction product. The product is: [CH3:23][S:24]([O:9][CH2:8][CH:7]([C:1]1[CH:2]=[CH:3][CH:4]=[CH:5][CH:6]=1)[C:10]1[CH:11]=[CH:12][CH:13]=[CH:14][CH:15]=1)(=[O:26])=[O:25].